Dataset: Full USPTO retrosynthesis dataset with 1.9M reactions from patents (1976-2016). Task: Predict the reactants needed to synthesize the given product. Given the product [Cl:1][C:2]1[CH:3]=[CH:4][C:5]2[CH2:24][NH:15][C:10]3[CH:11]=[CH:12][CH:13]=[CH:14][C:9]=3[CH:8]=[CH:7][C:6]=2[CH:23]=1, predict the reactants needed to synthesize it. The reactants are: [Cl:1][C:2]1[CH:3]=[CH:4][C:5]([CH:24]=O)=[C:6]([CH:23]=1)/[CH:7]=[CH:8]\[C:9]1[CH:14]=[CH:13][CH:12]=[CH:11][C:10]=1[NH:15]C(=O)OC(C)(C)C.CCOC(C)=O.[BH4-].[Na+].